From a dataset of Peptide-MHC class I binding affinity with 185,985 pairs from IEDB/IMGT. Regression. Given a peptide amino acid sequence and an MHC pseudo amino acid sequence, predict their binding affinity value. This is MHC class I binding data. The binding affinity (normalized) is 0.622. The peptide sequence is WMACHSAAF. The MHC is HLA-B39:01 with pseudo-sequence HLA-B39:01.